Dataset: Forward reaction prediction with 1.9M reactions from USPTO patents (1976-2016). Task: Predict the product of the given reaction. (1) The product is: [C:1]([O:4][CH2:5][C@@H:6]1[CH2:9][CH2:8][C@H:7]1[C@H:10]([N:12]1[C:16]2[CH:17]=[CH:18][CH:19]=[CH:20][C:15]=2[N:14]=[N:13]1)[OH:11])(=[O:3])[CH3:2]. Given the reactants [C:1]([O:4][CH2:5][C@@H:6]1[CH2:9][CH2:8][C@H:7]1[CH:10]=[O:11])(=[O:3])[CH3:2].[NH:12]1[C:16]2[CH:17]=[CH:18][CH:19]=[CH:20][C:15]=2[N:14]=[N:13]1.CCCCCCC, predict the reaction product. (2) The product is: [CH3:1][C:2]1[CH2:7][CH2:6][N:5]([C:8]2[N:9]=[N:10][N:11]([CH3:13])[N:12]=2)[CH2:4][C:3]=1[C:14]1[CH:15]=[CH:16][C:17]([NH2:20])=[CH:18][CH:19]=1. Given the reactants [CH3:1][C:2]1[CH2:7][CH2:6][N:5]([C:8]2[N:9]=[N:10][N:11]([CH3:13])[N:12]=2)[CH2:4][C:3]=1[C:14]1[CH:19]=[CH:18][C:17]([NH:20]C(=O)C)=[CH:16][CH:15]=1, predict the reaction product. (3) Given the reactants Cl.[F:2][C@@H:3]1[CH2:7][NH:6][C@H:5]([C:8]([O:10][CH3:11])=[O:9])[CH2:4]1.CCN(C(C)C)C(C)C.Br[CH2:22][CH2:23][CH:24]=[CH2:25], predict the reaction product. The product is: [CH3:11][O:10][C:8]([C@@H:5]1[CH2:4][C@H:3]([F:2])[CH2:7][N:6]1[CH2:25][CH2:24][CH:23]=[CH2:22])=[O:9]. (4) Given the reactants [C:1](Cl)(=[O:5])[CH2:2][CH2:3][CH3:4].[CH3:7][C:8]1[C:14]([OH:15])=[CH:13][CH:12]=[CH:11][C:9]=1[OH:10].[Cl-].[Cl-].[Cl-].[Al+3], predict the reaction product. The product is: [OH:10][C:9]1[C:8]([CH3:7])=[C:14]([OH:15])[CH:13]=[CH:12][C:11]=1[C:1](=[O:5])[CH2:2][CH2:3][CH3:4].